From a dataset of NCI-60 drug combinations with 297,098 pairs across 59 cell lines. Regression. Given two drug SMILES strings and cell line genomic features, predict the synergy score measuring deviation from expected non-interaction effect. Drug 1: COC1=CC(=CC(=C1O)OC)C2C3C(COC3=O)C(C4=CC5=C(C=C24)OCO5)OC6C(C(C7C(O6)COC(O7)C8=CC=CS8)O)O. Drug 2: CC(C1=C(C=CC(=C1Cl)F)Cl)OC2=C(N=CC(=C2)C3=CN(N=C3)C4CCNCC4)N. Cell line: UACC-257. Synergy scores: CSS=6.18, Synergy_ZIP=-3.45, Synergy_Bliss=-4.21, Synergy_Loewe=-10.1, Synergy_HSA=-4.16.